Dataset: Catalyst prediction with 721,799 reactions and 888 catalyst types from USPTO. Task: Predict which catalyst facilitates the given reaction. (1) Reactant: [Cl:1][C:2]1[C:7]([CH2:8][CH2:9]O)=[C:6]([NH:11][CH2:12][C:13]2[CH:18]=[CH:17][C:16]([O:19][CH3:20])=[CH:15][CH:14]=2)[N:5]=[CH:4][N:3]=1.O=S(Cl)[Cl:23]. Product: [Cl:1][C:2]1[N:3]=[CH:4][N:5]=[C:6]([NH:11][CH2:12][C:13]2[CH:18]=[CH:17][C:16]([O:19][CH3:20])=[CH:15][CH:14]=2)[C:7]=1[CH2:8][CH2:9][Cl:23]. The catalyst class is: 11. (2) Reactant: [CH3:1][CH:2]1[NH:7][CH2:6][CH2:5][N:4]([C:8]([O:10][CH2:11][C:12]2[CH:17]=[CH:16][CH:15]=[CH:14][CH:13]=2)=[O:9])[CH2:3]1.F[C:19]1[CH:26]=[CH:25][C:22]([C:23]#[N:24])=[C:21]([C:27]([F:30])([F:29])[F:28])[CH:20]=1.C(=O)([O-])[O-].[K+].[K+].CN(C=O)C. Product: [CH2:11]([O:10][C:8]([N:4]1[CH2:5][CH2:6][N:7]([C:19]2[CH:26]=[CH:25][C:22]([C:23]#[N:24])=[C:21]([C:27]([F:28])([F:30])[F:29])[CH:20]=2)[CH:2]([CH3:1])[CH2:3]1)=[O:9])[C:12]1[CH:17]=[CH:16][CH:15]=[CH:14][CH:13]=1. The catalyst class is: 6. (3) Reactant: [C:1]([C:4]1[N:9]=[CH:8][C:7]([NH:10][C@@H:11]2[CH2:16][CH2:15][CH2:14][CH2:13][C@@H:12]2[NH:17]C(=O)OC(C)(C)C)=[CH:6][C:5]=1[NH:25][C:26]1[CH:31]=[C:30]([CH3:32])[CH:29]=[C:28]([CH3:33])[N:27]=1)(=[O:3])[NH2:2].[ClH:34]. Product: [ClH:34].[NH2:17][C@H:12]1[CH2:13][CH2:14][CH2:15][CH2:16][C@H:11]1[NH:10][C:7]1[CH:6]=[C:5]([NH:25][C:26]2[CH:31]=[C:30]([CH3:32])[CH:29]=[C:28]([CH3:33])[N:27]=2)[C:4]([C:1]([NH2:2])=[O:3])=[N:9][CH:8]=1. The catalyst class is: 12. (4) Reactant: B(O[O-])=O.[OH2:5].[Na+].[CH3:7][O:8][C:9](=[O:25])[C:10]1[CH:15]=[C:14]([S:16][CH2:17][CH2:18][CH3:19])[N:13]=[C:12]([NH:20][C@H:21]([CH2:23][CH3:24])[CH3:22])[CH:11]=1. Product: [CH3:7][O:8][C:9](=[O:25])[C:10]1[CH:15]=[C:14]([S@:16]([CH2:17][CH2:18][CH3:19])=[O:5])[N:13]=[C:12]([NH:20][CH:21]([CH2:23][CH3:24])[CH3:22])[CH:11]=1. The catalyst class is: 15. (5) The catalyst class is: 566. Reactant: S(Cl)(Cl)=O.[F:5][C:6]1[CH:11]=[CH:10][C:9]([C:12]([F:15])([F:14])[F:13])=[CH:8][C:7]=1[C:16]1([CH2:19][C:20](=[O:24])[C:21](O)=[O:22])[CH2:18][CH2:17]1.[NH2:25][C:26]1[CH:27]=[C:28]2[C:33](=[CH:34][CH:35]=1)[C:31](=[O:32])[O:30][CH2:29]2.Cl. Product: [F:5][C:6]1[CH:11]=[CH:10][C:9]([C:12]([F:15])([F:14])[F:13])=[CH:8][C:7]=1[C:16]1([CH2:19][C:20](=[O:24])[C:21]([NH:25][C:26]2[CH:27]=[C:28]3[C:33](=[CH:34][CH:35]=2)[C:31](=[O:32])[O:30][CH2:29]3)=[O:22])[CH2:17][CH2:18]1. (6) Reactant: [F:1][C:2]1[CH:3]=[C:4]2[N:10]([S:11]([C:14]3[CH:20]=[CH:19][C:17]([CH3:18])=[CH:16][CH:15]=3)(=[O:13])=[O:12])[CH:9]=[CH:8][C:5]2=[N:6][CH:7]=1.C1C=C(Cl)C=C(C(OO)=[O:29])C=1. Product: [F:1][C:2]1[CH:3]=[C:4]2[N:10]([S:11]([C:14]3[CH:20]=[CH:19][C:17]([CH3:18])=[CH:16][CH:15]=3)(=[O:13])=[O:12])[CH:9]=[CH:8][C:5]2=[N+:6]([O-:29])[CH:7]=1. The catalyst class is: 2.